From a dataset of NCI-60 drug combinations with 297,098 pairs across 59 cell lines. Regression. Given two drug SMILES strings and cell line genomic features, predict the synergy score measuring deviation from expected non-interaction effect. (1) Drug 1: CC12CCC(CC1=CCC3C2CCC4(C3CC=C4C5=CN=CC=C5)C)O. Drug 2: C1CNP(=O)(OC1)N(CCCl)CCCl. Cell line: OVCAR-4. Synergy scores: CSS=9.91, Synergy_ZIP=-2.20, Synergy_Bliss=0.405, Synergy_Loewe=-8.45, Synergy_HSA=-1.11. (2) Drug 1: CC(C1=C(C=CC(=C1Cl)F)Cl)OC2=C(N=CC(=C2)C3=CN(N=C3)C4CCNCC4)N. Drug 2: CS(=O)(=O)CCNCC1=CC=C(O1)C2=CC3=C(C=C2)N=CN=C3NC4=CC(=C(C=C4)OCC5=CC(=CC=C5)F)Cl. Cell line: NCI/ADR-RES. Synergy scores: CSS=5.47, Synergy_ZIP=-1.89, Synergy_Bliss=-0.798, Synergy_Loewe=-6.01, Synergy_HSA=-2.35. (3) Drug 1: C#CCC(CC1=CN=C2C(=N1)C(=NC(=N2)N)N)C3=CC=C(C=C3)C(=O)NC(CCC(=O)O)C(=O)O. Drug 2: CC12CCC3C(C1CCC2OP(=O)(O)O)CCC4=C3C=CC(=C4)OC(=O)N(CCCl)CCCl.[Na+]. Cell line: ACHN. Synergy scores: CSS=5.03, Synergy_ZIP=-1.47, Synergy_Bliss=-2.39, Synergy_Loewe=4.09, Synergy_HSA=-2.13. (4) Drug 1: C1CCC(CC1)NC(=O)N(CCCl)N=O. Drug 2: COCCOC1=C(C=C2C(=C1)C(=NC=N2)NC3=CC=CC(=C3)C#C)OCCOC.Cl. Cell line: BT-549. Synergy scores: CSS=14.9, Synergy_ZIP=3.92, Synergy_Bliss=8.71, Synergy_Loewe=6.86, Synergy_HSA=7.42. (5) Cell line: SF-539. Synergy scores: CSS=17.0, Synergy_ZIP=3.26, Synergy_Bliss=4.15, Synergy_Loewe=0.978, Synergy_HSA=5.08. Drug 2: C1CCN(CC1)CCOC2=CC=C(C=C2)C(=O)C3=C(SC4=C3C=CC(=C4)O)C5=CC=C(C=C5)O. Drug 1: CNC(=O)C1=CC=CC=C1SC2=CC3=C(C=C2)C(=NN3)C=CC4=CC=CC=N4. (6) Drug 1: CC1OCC2C(O1)C(C(C(O2)OC3C4COC(=O)C4C(C5=CC6=C(C=C35)OCO6)C7=CC(=C(C(=C7)OC)O)OC)O)O. Drug 2: C1=CC(=CC=C1CC(C(=O)O)N)N(CCCl)CCCl.Cl. Cell line: OVCAR-4. Synergy scores: CSS=5.39, Synergy_ZIP=-0.811, Synergy_Bliss=6.83, Synergy_Loewe=2.40, Synergy_HSA=3.22. (7) Drug 1: CC1C(C(CC(O1)OC2CC(CC3=C2C(=C4C(=C3O)C(=O)C5=C(C4=O)C(=CC=C5)OC)O)(C(=O)C)O)N)O.Cl. Drug 2: C1=CC(=CC=C1CC(C(=O)O)N)N(CCCl)CCCl.Cl. Cell line: HCC-2998. Synergy scores: CSS=11.5, Synergy_ZIP=-5.51, Synergy_Bliss=-1.88, Synergy_Loewe=-11.9, Synergy_HSA=-3.95. (8) Drug 1: CC(C)CN1C=NC2=C1C3=CC=CC=C3N=C2N. Drug 2: B(C(CC(C)C)NC(=O)C(CC1=CC=CC=C1)NC(=O)C2=NC=CN=C2)(O)O. Cell line: OVCAR-4. Synergy scores: CSS=54.7, Synergy_ZIP=-0.914, Synergy_Bliss=-3.11, Synergy_Loewe=-4.31, Synergy_HSA=-3.22.